This data is from Reaction yield outcomes from USPTO patents with 853,638 reactions. The task is: Predict the reaction yield, written as a fraction of the theoretical maximum amount of product (1.0 means a 100% yield; for example, 0.34 means a 34% yield). The reactants are [CH2:1]([O:8][C:9](=[O:17])[C@@H:10]([CH3:16])[NH:11][O:12][CH2:13][CH:14]=[CH2:15])[C:2]1[CH:7]=[CH:6][CH:5]=[CH:4][CH:3]=1.CCN(CC)CC.[Br:25][CH2:26][C:27](Br)=[O:28]. The catalyst is C(Cl)Cl. The product is [CH2:1]([O:8][C:9](=[O:17])[C@@H:10]([CH3:16])[N:11]([C:27](=[O:28])[CH2:26][Br:25])[O:12][CH2:13][CH:14]=[CH2:15])[C:2]1[CH:7]=[CH:6][CH:5]=[CH:4][CH:3]=1. The yield is 0.990.